Dataset: Full USPTO retrosynthesis dataset with 1.9M reactions from patents (1976-2016). Task: Predict the reactants needed to synthesize the given product. (1) Given the product [CH2:1]([O:3][C:4]([C:6]1[NH:7][C:8]2[C:13]([CH:14]=1)=[CH:12][C:11]([S:15][S:26]([C:29]1[CH:35]=[CH:34][C:32]([CH3:33])=[CH:31][CH:30]=1)(=[O:28])=[O:27])=[C:10]([C:16]([CH3:18])([CH3:17])[CH3:19])[CH:9]=2)=[O:5])[CH3:2], predict the reactants needed to synthesize it. The reactants are: [CH2:1]([O:3][C:4]([C:6]1[NH:7][C:8]2[C:13]([CH:14]=1)=[CH:12][C:11]([SH:15])=[C:10]([C:16]([CH3:19])([CH3:18])[CH3:17])[CH:9]=2)=[O:5])[CH3:2].N1C=CC=CC=1.[S:26](Br)([C:29]1[CH:35]=[CH:34][C:32]([CH3:33])=[CH:31][CH:30]=1)(=[O:28])=[O:27].C(Cl)(Cl)(Cl)Cl. (2) Given the product [NH2:25][C:2]1[N:7]=[CH:6][C:5]([C:8]2([OH:11])[CH2:10][CH2:9]2)=[CH:4][CH:3]=1, predict the reactants needed to synthesize it. The reactants are: Cl[C:2]1[N:7]=[CH:6][C:5]([C:8]2([OH:11])[CH2:10][CH2:9]2)=[CH:4][CH:3]=1.C(=[NH:25])(C1C=CC=CC=1)C1C=CC=CC=1.CC1(C)C2C(=C(P(C3C=CC=CC=3)C3C=CC=CC=3)C=CC=2)OC2C(P(C3C=CC=CC=3)C3C=CC=CC=3)=CC=CC1=2.C(=O)([O-])[O-].[Cs+].[Cs+].